This data is from Catalyst prediction with 721,799 reactions and 888 catalyst types from USPTO. The task is: Predict which catalyst facilitates the given reaction. (1) The catalyst class is: 235. Reactant: Br[C:2]1[C:10]2[C:9]([NH:11][C@H:12]([C:14]3[N:19]([C:20]4[CH:25]=[CH:24][CH:23]=[CH:22][CH:21]=4)[C:18](=[O:26])[C:17]4=[C:27]([CH3:30])[CH:28]=[CH:29][N:16]4[N:15]=3)[CH3:13])=[N:8][CH:7]=[N:6][C:5]=2[N:4]([CH2:31][O:32][CH2:33][CH2:34][Si:35]([CH3:38])([CH3:37])[CH3:36])[CH:3]=1.[OH:39][C:40]1[C:45](B2OC(C)(C)C(C)(C)O2)=[CH:44][CH:43]=[CH:42][C:41]=1[NH:55][S:56]([CH3:59])(=[O:58])=[O:57].C(=O)([O-])[O-].[Na+].[Na+]. Product: [OH:39][C:40]1[C:45]([C:2]2[C:10]3[C:9]([NH:11][CH:12]([C:14]4[N:19]([C:20]5[CH:25]=[CH:24][CH:23]=[CH:22][CH:21]=5)[C:18](=[O:26])[C:17]5=[C:27]([CH3:30])[CH:28]=[CH:29][N:16]5[N:15]=4)[CH3:13])=[N:8][CH:7]=[N:6][C:5]=3[N:4]([CH2:31][O:32][CH2:33][CH2:34][Si:35]([CH3:38])([CH3:37])[CH3:36])[CH:3]=2)=[CH:44][CH:43]=[CH:42][C:41]=1[NH:55][S:56]([CH3:59])(=[O:58])=[O:57]. (2) Reactant: [C:1]([N:4]1[C:12]2[C:7](=[CH:8][CH:9]=[C:10]([C:13]([O:15][CH3:16])=[O:14])[CH:11]=2)[C:6](=[O:17])[CH2:5]1)(=[O:3])[CH3:2].[CH:18](OC)(OC)OC.C1(C)C=CC(S(O)(=O)=O)=CC=1. Product: [C:1]([N:4]1[C:12]2[C:7](=[CH:8][CH:9]=[C:10]([C:13]([O:15][CH3:16])=[O:14])[CH:11]=2)[C:6]([O:17][CH3:18])=[CH:5]1)(=[O:3])[CH3:2]. The catalyst class is: 5. (3) Reactant: [Cl:1][C:2]1[C:3]([C:17]2[CH:22]=[CH:21][CH:20]=[C:19]([NH:23][CH2:24][C:25]3[CH:30]=[CH:29][CH:28]=[C:27]([F:31])[CH:26]=3)[N:18]=2)=[CH:4][C:5]([NH:8][C@H:9]2[CH2:14][CH2:13][C@H:12]([CH2:15][OH:16])[CH2:11][CH2:10]2)=[N:6][CH:7]=1.C(N(CC)CC)C.[S:39](Cl)([CH3:42])(=[O:41])=[O:40]. Product: [CH3:42][S:39]([O:16][CH2:15][C@H:12]1[CH2:11][CH2:10][C@H:9]([NH:8][C:5]2[CH:4]=[C:3]([C:17]3[CH:22]=[CH:21][CH:20]=[C:19]([NH:23][CH2:24][C:25]4[CH:30]=[CH:29][CH:28]=[C:27]([F:31])[CH:26]=4)[N:18]=3)[C:2]([Cl:1])=[CH:7][N:6]=2)[CH2:14][CH2:13]1)(=[O:41])=[O:40]. The catalyst class is: 2. (4) Reactant: [CH2:1]([C@H:8]1[C@H:16]([CH3:17])[O:15][C:14](=[O:18])[C@@H:13]([NH:19]C(=O)OC(C)(C)C)[CH2:12][O:11][CH2:10][C@@H:9]1[O:27][CH2:28][O:29][CH2:30][C:31]1[CH:36]=[CH:35][CH:34]=[CH:33][CH:32]=1)[C:2]1[CH:7]=[CH:6][CH:5]=[CH:4][CH:3]=1.CC1C=CC=C(C)N=1.[F:45][C:46]([F:56])([F:55])[S:47]([O:50][Si](C)(C)C)(=[O:49])=[O:48].CO. Product: [F:45][C:46]([F:56])([F:55])[S:47]([O-:50])(=[O:49])=[O:48].[CH2:1]([C@H:8]1[C@H:16]([CH3:17])[O:15][C:14](=[O:18])[C@@H:13]([NH3+:19])[CH2:12][O:11][CH2:10][C@@H:9]1[O:27][CH2:28][O:29][CH2:30][C:31]1[CH:32]=[CH:33][CH:34]=[CH:35][CH:36]=1)[C:2]1[CH:3]=[CH:4][CH:5]=[CH:6][CH:7]=1. The catalyst class is: 2. (5) Reactant: [Br:1][C:2]1[CH:3]=[C:4]([OH:8])[CH:5]=[N:6][CH:7]=1.C(=O)([O-])[O-].[K+].[K+].[CH3:15][S:16](Cl)(=[O:18])=[O:17]. Product: [Br:1][C:2]1[CH:3]=[C:4]([O:8][S:16]([CH3:15])(=[O:18])=[O:17])[CH:5]=[N:6][CH:7]=1. The catalyst class is: 21. (6) The catalyst class is: 1. Product: [F:19][C:4]1[C:3]([CH3:20])=[C:2]([B:37]2[O:41][C:40]([CH3:43])([CH3:42])[C:39]([CH3:45])([CH3:44])[O:38]2)[CH:18]=[CH:17][C:5]=1[O:6][Si:7]([CH:14]([CH3:16])[CH3:15])([CH:11]([CH3:13])[CH3:12])[CH:8]([CH3:10])[CH3:9]. Reactant: Br[C:2]1[CH:18]=[CH:17][C:5]([O:6][Si:7]([CH:14]([CH3:16])[CH3:15])([CH:11]([CH3:13])[CH3:12])[CH:8]([CH3:10])[CH3:9])=[C:4]([F:19])[C:3]=1[CH3:20].C(=O)=O.CC(C)=O.[Li]CCCC.C(O[B:37]1[O:41][C:40]([CH3:43])([CH3:42])[C:39]([CH3:45])([CH3:44])[O:38]1)(C)C. (7) Reactant: [Br:1][C:2]1[CH:3]=[CH:4][CH:5]=[C:6]2[C:11]=1[C:10](=[O:12])[NH:9][CH:8]=[CH:7]2.[C:13](=O)([O-])[O-].[K+].[K+].CI. Product: [Br:1][C:2]1[CH:3]=[CH:4][CH:5]=[C:6]2[C:11]=1[C:10](=[O:12])[N:9]([CH3:13])[CH:8]=[CH:7]2. The catalyst class is: 3.